From a dataset of Forward reaction prediction with 1.9M reactions from USPTO patents (1976-2016). Predict the product of the given reaction. (1) Given the reactants ClC1N=CC2C(=CC=CC=2[NH:12][CH2:13][C:14]([C:22]2[CH:27]=[CH:26][CH:25]=[CH:24][CH:23]=2)([C:16]2[CH:21]=[CH:20][CH:19]=[CH:18][CH:17]=2)[OH:15])N=1.CS(NC1C=CC(B(O)O)=CC=1)(=O)=O.C1(C(C2C=CC=CN=2)CN[C:51]2[C:60]3[C:55](=[CH:56][CH:57]=[CH:58][CH:59]=3)[N:54]=[C:53]([C:61]3[CH:66]=[CH:65][C:64]([NH:67][S:68]([CH3:71])(=[O:70])=[O:69])=[CH:63][CH:62]=3)[N:52]=2)C=CC=CC=1, predict the reaction product. The product is: [OH:15][C:14]([C:22]1[CH:27]=[CH:26][CH:25]=[CH:24][CH:23]=1)([C:16]1[CH:21]=[CH:20][CH:19]=[CH:18][CH:17]=1)[CH2:13][NH:12][C:51]1[C:60]2[C:55](=[CH:56][CH:57]=[CH:58][CH:59]=2)[N:54]=[C:53]([C:61]2[CH:62]=[CH:63][C:64]([NH:67][S:68]([CH3:71])(=[O:69])=[O:70])=[CH:65][CH:66]=2)[N:52]=1. (2) Given the reactants [C:1]([O:9][C:10]1([CH2:27][C:28]2[CH:33]=[CH:32][C:31](OC)=[CH:30][C:29]=2[OH:36])[C:18]2[C:13](=[CH:14][CH:15]=[C:16]([CH3:19])[CH:17]=2)[N:12]([CH2:20][CH2:21]CC(C)C)[C:11]1=[O:26])(=[O:8])[C:2]1[CH:7]=[CH:6][CH:5]=[CH:4][CH:3]=1.[C:37](OC1C2C(=CC=C(C)C=2)N(CC)C1=O)(=[O:44])C1C=CC=CC=1.C(=O)(OC1C=CC(OC)=CC=1CO)OC(C)(C)C, predict the reaction product. The product is: [C:1]([O:9][C:10]1([CH2:27][C:28]2[CH:33]=[C:32]([O:44][CH3:37])[CH:31]=[CH:30][C:29]=2[OH:36])[C:18]2[C:13](=[CH:14][CH:15]=[C:16]([CH3:19])[CH:17]=2)[N:12]([CH2:20][CH3:21])[C:11]1=[O:26])(=[O:8])[C:2]1[CH:3]=[CH:4][CH:5]=[CH:6][CH:7]=1. (3) Given the reactants [Cl:1][C:2]1[CH:7]=[CH:6][C:5]([N:8]2[C:12]([CH:13]3[CH2:16][CH2:15][CH2:14]3)=[C:11]([C:17]([O:19]C)=[O:18])[CH:10]=[N:9]2)=[CH:4][CH:3]=1.O.[OH-].[Li+].O.Cl, predict the reaction product. The product is: [Cl:1][C:2]1[CH:3]=[CH:4][C:5]([N:8]2[C:12]([CH:13]3[CH2:14][CH2:15][CH2:16]3)=[C:11]([C:17]([OH:19])=[O:18])[CH:10]=[N:9]2)=[CH:6][CH:7]=1. (4) Given the reactants Br[C:2]1[CH:7]=[CH:6][C:5]([C:8](=[O:17])[CH2:9][CH2:10][P:11]([CH3:16])(=[O:15])[O:12][CH2:13][CH3:14])=[CH:4][CH:3]=1.C1(P(C2C=CC=CC=2)CCCP(C2C=CC=CC=2)C2C=CC=CC=2)C=CC=CC=1.CCN(C(C)C)C(C)C.[C:56]([O-])([OH:58])=[O:57].[Na+], predict the reaction product. The product is: [CH2:13]([O:12][P:11]([CH2:10][CH2:9][C:8]([C:5]1[CH:6]=[CH:7][C:2]([C:56]([OH:58])=[O:57])=[CH:3][CH:4]=1)=[O:17])([CH3:16])=[O:15])[CH3:14]. (5) Given the reactants C([Zn]CC)C.[C:49]([SiH2:48][O:47][C:46](C)(C)C1C=CC(B2OB(C3C=CC([C:46](C)(C)[O:47][SiH2:48][C:49](C)(C)C)=CC=3)OB(C3C=CC([C:46](C)(C)[O:47][SiH2:48][C:49](C)(C)C)=CC=3)O2)=CC=1)(C)(C)C.N1([C@H](C2C=CC=CC=2)[C:64]([C:72]2[CH:77]=[CH:76][CH:75]=[CH:74][CH:73]=2)([C:66]2[CH:71]=[CH:70][CH:69]=[CH:68][CH:67]=2)[OH:65])CCCCC1.[C:84](C1C=C(C=CC=1)C=O)#[N:85].[C:94](O)(=O)C.[C:98]1([CH3:104])[CH:103]=CC=C[CH:99]=1, predict the reaction product. The product is: [Si:48]([O:47][CH2:46][C:75]1[CH:74]=[CH:73][C:72]([C@H:64]([OH:65])[C:66]2[CH:67]=[C:68]([CH:69]=[CH:70][CH:71]=2)[C:84]#[N:85])=[CH:77][CH:76]=1)([C:98]([CH3:104])([CH3:103])[CH3:99])([CH3:49])[CH3:94]. (6) Given the reactants [Cl:1][C:2]1[CH:7]=[C:6](I)[CH:5]=[C:4]([Cl:9])[N:3]=1.CC1(C)C(C)(C)OB([C:18]2[CH2:19][N:20]([C:23]([O:25][C:26]([CH3:29])([CH3:28])[CH3:27])=[O:24])[CH2:21][CH:22]=2)O1.C(=O)([O-])[O-].[K+].[K+], predict the reaction product. The product is: [Cl:1][C:2]1[CH:7]=[C:6]([C:22]2[CH2:21][N:20]([C:23]([O:25][C:26]([CH3:29])([CH3:28])[CH3:27])=[O:24])[CH2:19][CH:18]=2)[CH:5]=[C:4]([Cl:9])[N:3]=1.